This data is from Full USPTO retrosynthesis dataset with 1.9M reactions from patents (1976-2016). The task is: Predict the reactants needed to synthesize the given product. Given the product [F:27][C:23]1[CH:22]=[C:21]([C:20]2[C:19](=[O:28])[C:18]3[C:13](=[CH:14][CH:15]=[CH:16][CH:17]=3)[O:12][C:11]=2[C@H:9]([OH:8])[CH3:10])[CH:26]=[CH:25][CH:24]=1, predict the reactants needed to synthesize it. The reactants are: C([O:8][C@@H:9]([C:11]1[O:12][C:13]2[C:18]([C:19](=[O:28])[C:20]=1[C:21]1[CH:26]=[CH:25][CH:24]=[C:23]([F:27])[CH:22]=1)=[CH:17][CH:16]=[CH:15][CH:14]=2)[CH3:10])C1C=CC=CC=1.B(Br)(Br)Br.